This data is from TCR-epitope binding with 47,182 pairs between 192 epitopes and 23,139 TCRs. The task is: Binary Classification. Given a T-cell receptor sequence (or CDR3 region) and an epitope sequence, predict whether binding occurs between them. (1) The epitope is TLVPQEHYV. The TCR CDR3 sequence is CASGSGSTDEQFF. Result: 1 (the TCR binds to the epitope). (2) The epitope is ILGLPTQTV. The TCR CDR3 sequence is CATSRGLTGELFF. Result: 0 (the TCR does not bind to the epitope). (3) The epitope is RPRGEVRFL. The TCR CDR3 sequence is CASSLETGEISYGYTF. Result: 0 (the TCR does not bind to the epitope).